Predict the product of the given reaction. From a dataset of Forward reaction prediction with 1.9M reactions from USPTO patents (1976-2016). (1) Given the reactants [Br:1][C:2]1[CH:3]=[C:4]([CH2:14][N:15]2[C:19]([CH3:20])=[CH:18][C:17]([C:21](Cl)=[O:22])=[N:16]2)[C:5]2[O:9][C:8]([CH:10]([CH3:12])[CH3:11])=[CH:7][C:6]=2[CH:13]=1.C(N(CC)CC)C.[NH2:31][N:32]1[CH2:37][CH2:36][O:35][CH2:34][CH2:33]1, predict the reaction product. The product is: [Br:1][C:2]1[CH:3]=[C:4]([CH2:14][N:15]2[C:19]([CH3:20])=[CH:18][C:17]([C:21]([NH:31][N:32]3[CH2:37][CH2:36][O:35][CH2:34][CH2:33]3)=[O:22])=[N:16]2)[C:5]2[O:9][C:8]([CH:10]([CH3:12])[CH3:11])=[CH:7][C:6]=2[CH:13]=1. (2) Given the reactants [C:1]([C:4]1[CH:9]=[CH:8][CH:7]=[CH:6][C:5]=1[S:10][C:11]1[CH:19]=[CH:18][C:17]([O:20][CH3:21])=[CH:16][C:12]=1[C:13](O)=[O:14])(O)=[O:2].S(C1C=CC=CC=1C(OC)=O)C1C=CC=CC=1C(OC)=O, predict the reaction product. The product is: [OH:14][CH2:13][C:12]1[CH:16]=[C:17]([O:20][CH3:21])[CH:18]=[CH:19][C:11]=1[S:10][C:5]1[CH:6]=[CH:7][CH:8]=[CH:9][C:4]=1[CH2:1][OH:2]. (3) The product is: [CH3:29][C:21]1[C:22]2=[N:23][CH:24]=[CH:25][CH:26]=[C:27]2[O:28][C:20]=1[C:18]([NH:17][C@H:12]([C:10]([NH:9][C@H:8]1[CH2:7][CH2:6][C@@H:5]([CH3:30])[N:4]([S:31]([C:34]2[CH:39]=[CH:38][CH:37]=[CH:36][N:35]=2)(=[O:33])=[O:32])[CH2:3][C:2]1=[O:1])=[O:11])[CH2:13][CH:14]([CH3:16])[CH3:15])=[O:19]. Given the reactants [OH:1][C@@H:2]1[C@@H:8]([NH:9][C:10]([C@@H:12]([NH:17][C:18]([C:20]2[O:28][C:27]3[C:22](=[N:23][CH:24]=[CH:25][CH:26]=3)[C:21]=2[CH3:29])=[O:19])[CH2:13][CH:14]([CH3:16])[CH3:15])=[O:11])[CH2:7][CH2:6][C@@H:5]([CH3:30])[N:4]([S:31]([C:34]2[CH:39]=[CH:38][CH:37]=[CH:36][N:35]=2)(=[O:33])=[O:32])[CH2:3]1.C(OC(=O)C)(=O)C.C([O-])(O)=O.[Na+], predict the reaction product. (4) Given the reactants COC1C=CC(C[N:8]2[C:12]3=[N:13][CH:14]=[CH:15][C:16]([O:17][C:18]4[CH:23]=[CH:22][C:21]([NH:24][C:25]([C:27]5[C:28](=[O:40])[N:29]([C:33]6[CH:38]=[CH:37][C:36]([F:39])=[CH:35][CH:34]=6)[N:30]=[CH:31][CH:32]=5)=[O:26])=[CH:20][C:19]=4[F:41])=[C:11]3[C:10]([C:42]3[N:46]([CH3:47])[CH:45]=[N:44][CH:43]=3)=[N:9]2)=CC=1.C(O)(C(F)(F)F)=O, predict the reaction product. The product is: [F:41][C:19]1[CH:20]=[C:21]([NH:24][C:25]([C:27]2[C:28](=[O:40])[N:29]([C:33]3[CH:34]=[CH:35][C:36]([F:39])=[CH:37][CH:38]=3)[N:30]=[CH:31][CH:32]=2)=[O:26])[CH:22]=[CH:23][C:18]=1[O:17][C:16]1[CH:15]=[CH:14][N:13]=[C:12]2[NH:8][N:9]=[C:10]([C:42]3[N:46]([CH3:47])[CH:45]=[N:44][CH:43]=3)[C:11]=12. (5) Given the reactants I[C:2]1[C:3]([CH2:16][OH:17])=[N:4][N:5]([CH2:7][CH2:8][O:9][CH:10]2[CH2:15][CH2:14][CH2:13][CH2:12][O:11]2)[CH:6]=1.[C:18]([C:22]1[CH:26]=[C:25]([NH2:27])[NH:24][N:23]=1)([CH3:21])([CH3:20])[CH3:19].C(=O)([O-])[O-].[K+].[K+].CN[C@@H]1CCCC[C@H]1NC, predict the reaction product. The product is: [NH2:27][C:25]1[N:24]([C:2]2[C:3]([CH2:16][OH:17])=[N:4][N:5]([CH2:7][CH2:8][O:9][CH:10]3[CH2:15][CH2:14][CH2:13][CH2:12][O:11]3)[CH:6]=2)[N:23]=[C:22]([C:18]([CH3:21])([CH3:20])[CH3:19])[CH:26]=1. (6) Given the reactants [Cl:1][CH2:2][CH2:3][CH2:4][N:5]([CH2:13][CH2:14][C:15]1[CH:20]=[CH:19][C:18]([C:21]#[N:22])=[CH:17][CH:16]=1)C(=O)OC(C)(C)C.[F:23][C:24]([F:29])([F:28])[C:25]([OH:27])=[O:26], predict the reaction product. The product is: [F:23][C:24]([F:29])([F:28])[C:25]([OH:27])=[O:26].[Cl:1][CH2:2][CH2:3][CH2:4][NH:5][CH2:13][CH2:14][C:15]1[CH:16]=[CH:17][C:18]([C:21]#[N:22])=[CH:19][CH:20]=1.